Dataset: Catalyst prediction with 721,799 reactions and 888 catalyst types from USPTO. Task: Predict which catalyst facilitates the given reaction. (1) Reactant: Br[C:2]1[CH:3]=[N:4][CH:5]=[C:6]([O:8][CH2:9][C@@H:10]2[CH2:13][CH2:12][N:11]2[C:14]([O:16][C:17]([CH3:20])([CH3:19])[CH3:18])=[O:15])[CH:7]=1.[CH3:21][Sn:22]([CH3:28])([CH3:27])[Sn:22]([CH3:28])([CH3:27])[CH3:21]. Product: [C:17]([O:16][C:14]([N:11]1[CH2:12][CH2:13][C@H:10]1[CH2:9][O:8][C:6]1[CH:5]=[N:4][CH:3]=[C:2]([Sn:22]([CH3:28])([CH3:27])[CH3:21])[CH:7]=1)=[O:15])([CH3:20])([CH3:19])[CH3:18]. The catalyst class is: 109. (2) Product: [C:26]([O:25][C:23]([N:8]([CH:5]1[CH2:4][CH2:3][S:2](=[O:22])(=[O:1])[CH2:7][CH2:6]1)[C@@H:9]1[CH2:11][C@H:10]1[C:12]1[CH:21]=[CH:20][C:15]([C:16]([O:18][CH3:19])=[O:17])=[CH:14][CH:13]=1)=[O:24])([CH3:29])([CH3:28])[CH3:27]. The catalyst class is: 1. Reactant: [O:1]=[S:2]1(=[O:22])[CH2:7][CH2:6][CH:5]([NH:8][C@@H:9]2[CH2:11][C@H:10]2[C:12]2[CH:21]=[CH:20][C:15]([C:16]([O:18][CH3:19])=[O:17])=[CH:14][CH:13]=2)[CH2:4][CH2:3]1.[C:23](O[C:23]([O:25][C:26]([CH3:29])([CH3:28])[CH3:27])=[O:24])([O:25][C:26]([CH3:29])([CH3:28])[CH3:27])=[O:24].C(N(CC)CC)C.O. (3) Reactant: C1(NC2CCCCC2)CCCCC1.[C:14]([O:18][C:19]([NH:21][C@H:22]([CH2:26][CH:27]=[CH2:28])[C:23]([OH:25])=O)=[O:20])([CH3:17])([CH3:16])[CH3:15].[CH3:29][NH:30][C@@H:31]([CH3:40])[C@H:32]([C:34]1[CH:39]=[CH:38][CH:37]=[CH:36][CH:35]=1)[OH:33]. Product: [OH:33][C@@H:32]([C:34]1[CH:39]=[CH:38][CH:37]=[CH:36][CH:35]=1)[C@@H:31]([N:30]([CH3:29])[C:23](=[O:25])[C@H:22]([NH:21][C:19](=[O:20])[O:18][C:14]([CH3:15])([CH3:16])[CH3:17])[CH2:26][CH:27]=[CH2:28])[CH3:40]. The catalyst class is: 2. (4) Reactant: C([O:3][C:4]([C:6]1[N:11]=[C:10]([NH2:12])[N:9]=[C:8]([NH:13][C:14]2[CH:19]=[CH:18][C:17]([O:20][C:21]3[CH:26]=[CH:25][N:24]=[C:23]([C:27]([F:30])([F:29])[F:28])[CH:22]=3)=[CH:16][CH:15]=2)[CH:7]=1)=[CH2:5])C.Cl. Product: [NH2:12][C:10]1[N:11]=[C:6]([C:4](=[O:3])[CH3:5])[CH:7]=[C:8]([NH:13][C:14]2[CH:19]=[CH:18][C:17]([O:20][C:21]3[CH:26]=[CH:25][N:24]=[C:23]([C:27]([F:30])([F:29])[F:28])[CH:22]=3)=[CH:16][CH:15]=2)[N:9]=1. The catalyst class is: 1. (5) Reactant: [Br:1][C:2]1[CH:8]=[CH:7][C:6]([O:9][CH3:10])=[CH:5][C:3]=1[NH2:4].B(Cl)(Cl)Cl.C(Cl)Cl.Cl[CH2:19][C:20]#N.[Cl-].[Al+3].[Cl-].[Cl-].[BH4-].[Na+]. Product: [O:9]([C:6]1[CH:7]=[CH:8][C:2]([Br:1])=[C:3]2[C:5]=1[CH:19]=[CH:20][NH:4]2)[CH3:10]. The catalyst class is: 26. (6) Reactant: C([N:8]1[CH:13]=[C:12]([F:14])[CH2:11][CH2:10][CH:9]1[CH2:15][NH:16][C:17](=[O:23])[O:18][C:19]([CH3:22])([CH3:21])[CH3:20])C1C=CC=CC=1. Product: [F:14][CH:12]1[CH2:13][NH:8][CH:9]([CH2:15][NH:16][C:17](=[O:23])[O:18][C:19]([CH3:21])([CH3:20])[CH3:22])[CH2:10][CH2:11]1. The catalyst class is: 19.